Dataset: NCI-60 drug combinations with 297,098 pairs across 59 cell lines. Task: Regression. Given two drug SMILES strings and cell line genomic features, predict the synergy score measuring deviation from expected non-interaction effect. (1) Drug 1: CCC1(CC2CC(C3=C(CCN(C2)C1)C4=CC=CC=C4N3)(C5=C(C=C6C(=C5)C78CCN9C7C(C=CC9)(C(C(C8N6C=O)(C(=O)OC)O)OC(=O)C)CC)OC)C(=O)OC)O.OS(=O)(=O)O. Drug 2: C1C(C(OC1N2C=NC3=C2NC=NCC3O)CO)O. Cell line: OVCAR-8. Synergy scores: CSS=5.71, Synergy_ZIP=-0.696, Synergy_Bliss=1.70, Synergy_Loewe=-33.1, Synergy_HSA=0.752. (2) Drug 1: C1CCN(CC1)CCOC2=CC=C(C=C2)C(=O)C3=C(SC4=C3C=CC(=C4)O)C5=CC=C(C=C5)O. Drug 2: CN1CCC(CC1)COC2=C(C=C3C(=C2)N=CN=C3NC4=C(C=C(C=C4)Br)F)OC. Cell line: CAKI-1. Synergy scores: CSS=15.0, Synergy_ZIP=-6.67, Synergy_Bliss=-0.711, Synergy_Loewe=-10.8, Synergy_HSA=1.41.